From a dataset of Forward reaction prediction with 1.9M reactions from USPTO patents (1976-2016). Predict the product of the given reaction. (1) Given the reactants ClC1C=CC(C2[O:9][C:10]([CH:13]([NH:23]C(=O)CC3C4C(=CC=C(F)C=4)NC=3)CC3C=C(F)C=C(F)C=3)=CN=2)=CC=1.[F:37][C:38]([F:53])([F:52])C1C=C2C(=CC=1)NC=C2CC(O)=O.[Cl:54][C:55]1[CH:60]=[CH:59][C:58]([C:61]2[C:62]([C@@H:66]([NH2:76])[CH2:67][C:68]3[CH:73]=[C:72]([F:74])[CH:71]=[C:70]([F:75])[CH:69]=3)=[N:63][O:64][CH:65]=2)=[CH:57][CH:56]=1.Cl.Cl[C:79]1[CH:84]=[CH:83][C:82]([C:85]2OC(C(N)CC3C=C(F)C=C(F)C=3)=C[N:89]=2)=[CH:81][CH:80]=1, predict the reaction product. The product is: [Cl:54][C:55]1[CH:60]=[CH:59][C:58]([C:61]2[C:62]([C@@H:66]([NH:76][C:10](=[O:9])[CH2:13][N:23]3[C:81]4[CH2:80][CH2:79][CH2:84][CH2:83][C:82]=4[C:85]([C:38]([F:53])([F:52])[F:37])=[N:89]3)[CH2:67][C:68]3[CH:73]=[C:72]([F:74])[CH:71]=[C:70]([F:75])[CH:69]=3)=[N:63][O:64][CH:65]=2)=[CH:57][CH:56]=1. (2) Given the reactants N(C(OC(C)C)=O)=NC(OC(C)C)=O.[OH:15][C@@H:16]([CH3:35])[C@H:17]([NH:27][C:28](=[O:34])[O:29][C:30]([CH3:33])([CH3:32])[CH3:31])[C:18]1[CH:23]=[C:22]([F:24])[C:21]([F:25])=[C:20]([F:26])[CH:19]=1.[N+:36]([C:39]1[CH:47]=[CH:46][C:42]([C:43](O)=[O:44])=[CH:41][CH:40]=1)([O-:38])=[O:37].C1(P(C2C=CC=CC=2)C2C=CC=CC=2)C=CC=CC=1, predict the reaction product. The product is: [N+:36]([C:39]1[CH:40]=[CH:41][C:42]([C:43]([O:15][C@H:16]([CH3:35])[C@H:17]([NH:27][C:28]([O:29][C:30]([CH3:31])([CH3:33])[CH3:32])=[O:34])[C:18]2[CH:23]=[C:22]([F:24])[C:21]([F:25])=[C:20]([F:26])[CH:19]=2)=[O:44])=[CH:46][CH:47]=1)([O-:38])=[O:37]. (3) Given the reactants [Cl-].[CH3:2][O:3][CH2:4][P+](C1C=CC=CC=1)(C1C=CC=CC=1)C1C=CC=CC=1.[Li]CCCC.[Cl:29][C:30]1[CH:35]=[CH:34][N:33]=[C:32]([C:36]([CH:38]2[CH2:40][CH2:39]2)=O)[C:31]=1[O:41][CH3:42], predict the reaction product. The product is: [Cl:29][C:30]1[CH:35]=[CH:34][N:33]=[C:32]([C:36]([CH:38]2[CH2:40][CH2:39]2)=[CH:2][O:3][CH3:4])[C:31]=1[O:41][CH3:42].